This data is from Catalyst prediction with 721,799 reactions and 888 catalyst types from USPTO. The task is: Predict which catalyst facilitates the given reaction. (1) The catalyst class is: 44. Product: [C:1]([O:5][C:6](=[O:7])[N:8]([C:9]1[CH:14]=[CH:13][C:12]([C:15]#[C:16][CH2:17][CH2:18][CH2:19][N:27]([CH3:28])[CH3:26])=[CH:11][CH:10]=1)[CH3:25])([CH3:4])([CH3:3])[CH3:2]. Reactant: [C:1]([O:5][C:6]([N:8]([CH3:25])[C:9]1[CH:14]=[CH:13][C:12]([C:15]#[C:16][CH2:17][CH2:18][CH2:19]OS(C)(=O)=O)=[CH:11][CH:10]=1)=[O:7])([CH3:4])([CH3:3])[CH3:2].[CH3:26][NH:27][CH3:28]. (2) Reactant: [H-].[Na+].[CH:3]1([CH2:6][OH:7])[CH2:5][CH2:4]1.[Br:8][C:9]1[CH:10]=[CH:11][C:12](F)=[C:13]([CH:16]=1)[C:14]#[N:15]. Product: [Br:8][C:9]1[CH:10]=[CH:11][C:12]([O:7][CH2:6][CH:3]2[CH2:5][CH2:4]2)=[C:13]([CH:16]=1)[C:14]#[N:15]. The catalyst class is: 3. (3) The catalyst class is: 2. Product: [Br:30][C:16]1[CH:15]=[C:13]([C:5]2[CH:4]=[C:3]([O:2][CH3:1])[C:8]([O:9][CH3:10])=[C:7]([O:11][CH3:12])[CH:6]=2)[N:18]([S:19]([C:22]2[CH:27]=[CH:26][C:25]([O:28][CH3:29])=[CH:24][CH:23]=2)(=[O:21])=[O:20])[CH:17]=1. Reactant: [CH3:1][O:2][C:3]1[CH:4]=[C:5]([C:13]([C:15]#[C:16][CH2:17][NH:18][S:19]([C:22]2[CH:27]=[CH:26][C:25]([O:28][CH3:29])=[CH:24][CH:23]=2)(=[O:21])=[O:20])=O)[CH:6]=[C:7]([O:11][CH3:12])[C:8]=1[O:9][CH3:10].[BrH:30].C([O-])(O)=O.[Na+].C(OCC)(=O)C.